This data is from Full USPTO retrosynthesis dataset with 1.9M reactions from patents (1976-2016). The task is: Predict the reactants needed to synthesize the given product. (1) Given the product [C:6]([C:5]1[CH:8]=[CH:9][C:2]([C:17]2[O:16][C:15]([C:2]3[CH:9]=[CH:8][C:5]([C:6]#[N:7])=[CH:4][N:3]=3)=[CH:19][CH:18]=2)=[N:3][CH:4]=1)#[N:7], predict the reactants needed to synthesize it. The reactants are: Cl[C:2]1[CH:9]=[CH:8][C:5]([C:6]#[N:7])=[CH:4][N:3]=1.C([Sn](CCCC)(CCCC)[C:15]1[O:16][C:17]([Sn](CCCC)(CCCC)CCCC)=[CH:18][CH:19]=1)CCC. (2) The reactants are: [NH:1]1[C:5]2=[N:6][CH:7]=[CH:8][CH:9]=[C:4]2[CH:3]=[C:2]1[C:10]([O:12]C)=O.[NH3:14].O. Given the product [NH:1]1[C:5]2=[N:6][CH:7]=[CH:8][CH:9]=[C:4]2[CH:3]=[C:2]1[C:10]([NH2:14])=[O:12], predict the reactants needed to synthesize it. (3) The reactants are: [C:1]([O:4][C@@H:5]1[C@H:9]([O:10][C:11](=[O:13])[CH3:12])[C@@H:8]([C:14]#[CH:15])[O:7][C@H:6]1[N:16]1[CH:24]=[N:23][C:22]2[C:17]1=[N:18][CH:19]=[N:20][C:21]=2Cl)(=[O:3])[CH3:2].C(N(CC)C(C)C)(C)C.Cl.[CH3:36][O:37][C@H:38]1[CH2:43][CH2:42][C@H:41]([NH2:44])[CH2:40][CH2:39]1. Given the product [C:1]([O:4][C@@H:5]1[C@H:9]([O:10][C:11](=[O:13])[CH3:12])[C@@H:8]([C:14]#[CH:15])[O:7][C@H:6]1[N:16]1[CH:24]=[N:23][C:22]2[C:17]1=[N:18][CH:19]=[N:20][C:21]=2[NH:44][C@H:41]1[CH2:42][CH2:43][C@H:38]([O:37][CH3:36])[CH2:39][CH2:40]1)(=[O:3])[CH3:2], predict the reactants needed to synthesize it. (4) Given the product [Cl:1][C:2]1[CH:7]=[C:6]([Cl:8])[CH:5]=[CH:4][C:3]=1[C:9]1[C:31](=[O:32])[N:30]([CH3:33])[C:12]2[N:13]([CH3:29])[C:14]3[C:19]([C:11]=2[CH:10]=1)=[CH:18][C:17]([C:20]1[N:42]([CH2:40][CH3:41])[N:43]=[C:22]([CH2:23][O:24][CH2:25][CH3:26])[CH:21]=1)=[CH:16][CH:15]=3, predict the reactants needed to synthesize it. The reactants are: [Cl:1][C:2]1[CH:7]=[C:6]([Cl:8])[CH:5]=[CH:4][C:3]=1[C:9]1[C:31](=[O:32])[N:30]([CH3:33])[C:12]2[N:13]([CH3:29])[C:14]3[C:19]([C:11]=2[CH:10]=1)=[CH:18][C:17]([C:20](=O)[CH2:21][C:22](=O)[CH2:23][O:24][CH2:25][CH3:26])=[CH:16][CH:15]=3.C(O)(=O)C(O)=O.[CH2:40]([NH:42][NH2:43])[CH3:41]. (5) Given the product [F:15][C:11]1[CH:10]=[C:9]([CH:14]=[CH:13][CH:12]=1)[CH2:8][C:7]1[C:2]([O:22][CH3:21])=[N:3][CH:4]=[N:5][C:6]=1[N:16]1[CH2:20][CH2:19][CH2:18][CH2:17]1, predict the reactants needed to synthesize it. The reactants are: Cl[C:2]1[C:7]([CH2:8][C:9]2[CH:14]=[CH:13][CH:12]=[C:11]([F:15])[CH:10]=2)=[C:6]([N:16]2[CH2:20][CH2:19][CH2:18][CH2:17]2)[N:5]=[CH:4][N:3]=1.[CH3:21][O-:22].[Na+]. (6) Given the product [CH2:1]([O:8][C:9]1[CH:14]=[CH:13][CH:12]=[C:11]([O:15][CH3:16])[C:10]=1[CH2:17][C:18]([O:25][CH3:23])=[O:20])[C:2]1[CH:7]=[CH:6][CH:5]=[CH:4][CH:3]=1, predict the reactants needed to synthesize it. The reactants are: [CH2:1]([O:8][C:9]1[CH:14]=[CH:13][CH:12]=[C:11]([O:15][CH3:16])[C:10]=1[CH2:17][C:18]#N)[C:2]1[CH:7]=[CH:6][CH:5]=[CH:4][CH:3]=1.[OH-:20].[Na+].Cl.[CH2:23]([OH:25])C. (7) Given the product [CH2:15]([S:18][CH:4]([C:5]1[CH:10]=[CH:9][C:8]([Cl:11])=[C:7]([Cl:12])[CH:6]=1)[C:3]([OH:2])=[O:14])[CH:16]=[CH2:17].[CH2:15]([S:18][CH:4]([C:5]1[CH:10]=[CH:9][C:8]([Cl:11])=[C:7]([Cl:12])[CH:6]=1)[C:3]([NH:19][C:20]1[S:21][CH:22]=[CH:23][N:24]=1)=[O:14])[CH:16]=[CH2:17], predict the reactants needed to synthesize it. The reactants are: C[O:2][C:3](=[O:14])[CH:4](Br)[C:5]1[CH:10]=[CH:9][C:8]([Cl:11])=[C:7]([Cl:12])[CH:6]=1.[CH2:15]([SH:18])[CH:16]=[CH2:17].[NH2:19][C:20]1[S:21][CH:22]=[CH:23][N:24]=1.